This data is from Catalyst prediction with 721,799 reactions and 888 catalyst types from USPTO. The task is: Predict which catalyst facilitates the given reaction. (1) Reactant: [CH3:1][O:2][C:3](=[O:22])[CH:4]([NH:12][C:13](=[O:21])[C:14]1[CH:19]=[CH:18][CH:17]=[CH:16][C:15]=1I)[C:5]1[CH:10]=[CH:9][CH:8]=[CH:7][C:6]=1I.CC([O-])=O.[K+]. Product: [CH3:1][O:2][C:3]([CH:4]1[C:5]2[CH:10]=[CH:9][CH:8]=[CH:7][C:6]=2[C:15]2[CH:16]=[CH:17][CH:18]=[CH:19][C:14]=2[C:13](=[O:21])[NH:12]1)=[O:22]. The catalyst class is: 151. (2) Reactant: [NH2:1][CH2:2][C:3]1[C:4]([CH2:21][CH:22]([CH3:24])[CH3:23])=[N:5][C:6]2[C:11]([C:12]=1[C:13]1[CH:18]=[CH:17][CH:16]=[CH:15][CH:14]=1)=[CH:10][C:9]([C:19]#[N:20])=[CH:8][CH:7]=2.[OH-:25].[Na+]. Product: [NH2:1][CH2:2][C:3]1[C:4]([CH2:21][CH:22]([CH3:24])[CH3:23])=[N:5][C:6]2[C:11]([C:12]=1[C:13]1[CH:18]=[CH:17][CH:16]=[CH:15][CH:14]=1)=[CH:10][C:9]([C:19]([NH2:20])=[O:25])=[CH:8][CH:7]=2. The catalyst class is: 16. (3) Reactant: Br[C:2]1[N:3]=[C:4]([CH2:8][CH2:9][C:10]2[CH:19]=[CH:18][C:17]3[C:12](=[CH:13][CH:14]=[CH:15][CH:16]=3)[N:11]=2)[N:5]([CH3:7])[CH:6]=1.[S:20]1[CH:24]=[CH:23][C:22](B(O)O)=[CH:21]1.C([O-])([O-])=O.[Na+].[Na+]. Product: [CH3:7][N:5]1[CH:6]=[C:2]([C:22]2[CH:23]=[CH:24][S:20][CH:21]=2)[N:3]=[C:4]1[CH2:8][CH2:9][C:10]1[CH:19]=[CH:18][C:17]2[C:12](=[CH:13][CH:14]=[CH:15][CH:16]=2)[N:11]=1. The catalyst class is: 70. (4) Reactant: [Mg].Br[C:3]1[CH:8]=[CH:7][CH:6]=[CH:5][C:4]=1[C:9]1[CH:14]=[CH:13][CH:12]=[CH:11][CH:10]=1.[Br:15][C:16]1[CH:28]=[CH:27][C:26]2[C:25]3[C:20](=[CH:21][CH:22]=[CH:23][CH:24]=3)[C:19](=[O:29])[C:18]=2[CH:17]=1. Product: [C:4]1([C:9]2[CH:14]=[CH:13][CH:12]=[CH:11][CH:10]=2)[CH:5]=[CH:6][CH:7]=[CH:8][C:3]=1[C:19]1([OH:29])[C:18]2[CH:17]=[C:16]([Br:15])[CH:28]=[CH:27][C:26]=2[C:25]2[C:20]1=[CH:21][CH:22]=[CH:23][CH:24]=2. The catalyst class is: 27.